This data is from Peptide-MHC class I binding affinity with 185,985 pairs from IEDB/IMGT. The task is: Regression. Given a peptide amino acid sequence and an MHC pseudo amino acid sequence, predict their binding affinity value. This is MHC class I binding data. (1) The peptide sequence is WPVLGSEVL. The MHC is HLA-B51:01 with pseudo-sequence HLA-B51:01. The binding affinity (normalized) is 0.0847. (2) The peptide sequence is RRVRDNMTK. The MHC is HLA-B44:02 with pseudo-sequence HLA-B44:02. The binding affinity (normalized) is 0.0847. (3) The peptide sequence is YPLTFGWCF. The MHC is HLA-A03:01 with pseudo-sequence HLA-A03:01. The binding affinity (normalized) is 0.